This data is from Peptide-MHC class II binding affinity with 134,281 pairs from IEDB. The task is: Regression. Given a peptide amino acid sequence and an MHC pseudo amino acid sequence, predict their binding affinity value. This is MHC class II binding data. The peptide sequence is GSRSLTTLLRALGAQ. The MHC is DRB1_0301 with pseudo-sequence DRB1_0301. The binding affinity (normalized) is 0.0600.